From a dataset of M1 muscarinic receptor agonist screen with 61,833 compounds. Binary Classification. Given a drug SMILES string, predict its activity (active/inactive) in a high-throughput screening assay against a specified biological target. (1) The compound is Fc1c(Cn2nnc3c2ncn(Cc2cc(ccc2)C)c3=O)cccc1. The result is 1 (active). (2) The molecule is S(Cc1c(onc1C)C)c1sc2c(n1)cccc2. The result is 0 (inactive). (3) The molecule is Clc1cc(C2N=c3n([nH]c(c3)C(=O)Nc3noc(c3)C)C(C2)C(F)(F)F)ccc1Cl. The result is 0 (inactive). (4) The drug is Clc1c(C(=O)N2CCN(S(=O)(=O)N(C)C)CC2)cccc1. The result is 0 (inactive). (5) The result is 0 (inactive). The compound is O=C1N(C(=O)C2C1C1CC2C=C1)CCC(=O)Nc1cc2OCOc2cc1. (6) The compound is O1c2c(OC1)ccc(c2)C(=O)Nc1ccc(cc1)c1nc(on1)COc1c(cccc1)C. The result is 0 (inactive).